From a dataset of Forward reaction prediction with 1.9M reactions from USPTO patents (1976-2016). Predict the product of the given reaction. (1) The product is: [CH3:1][S:2][C:3]1[N:8]=[C:7]([NH:25][CH2:24][C:18]2[CH:19]=[CH:20][C:21]([O:22][CH3:23])=[C:16]([Cl:15])[CH:17]=2)[C:6]([C:10]([O:12][CH2:13][CH3:14])=[O:11])=[CH:5][N:4]=1. Given the reactants [CH3:1][S:2][C:3]1[N:8]=[C:7](Cl)[C:6]([C:10]([O:12][CH2:13][CH3:14])=[O:11])=[CH:5][N:4]=1.[Cl:15][C:16]1[CH:17]=[C:18]([CH2:24][NH2:25])[CH:19]=[CH:20][C:21]=1[O:22][CH3:23].C(N(CC)CC)C.C(OCC)(=O)C, predict the reaction product. (2) Given the reactants C[Si]([C:5]#[C:6][C:7]1[CH:8]=[N:9][CH:10]=[C:11]([CH:14]=1)[C:12]#[N:13])(C)C.[Cl:15][C:16]1[CH:21]=[C:20](I)[CH:19]=[CH:18][C:17]=1[F:23].[F-].C([N+](CCCC)(CCCC)CCCC)CCC, predict the reaction product. The product is: [Cl:15][C:16]1[CH:21]=[C:20]([C:5]#[C:6][C:7]2[CH:8]=[N:9][CH:10]=[C:11]([CH:14]=2)[C:12]#[N:13])[CH:19]=[CH:18][C:17]=1[F:23].